This data is from Peptide-MHC class II binding affinity with 134,281 pairs from IEDB. The task is: Regression. Given a peptide amino acid sequence and an MHC pseudo amino acid sequence, predict their binding affinity value. This is MHC class II binding data. The peptide sequence is MGQLISFFGEIPSII. The MHC is DRB1_1101 with pseudo-sequence DRB1_1101. The binding affinity (normalized) is 0.241.